Dataset: Reaction yield outcomes from USPTO patents with 853,638 reactions. Task: Predict the reaction yield, written as a fraction of the theoretical maximum amount of product (1.0 means a 100% yield; for example, 0.34 means a 34% yield). The reactants are C(N(C(C)C)CC)(C)C.CN(C(ON1N=NC2C=CC=CC1=2)=[N+](C)C)C.F[P-](F)(F)(F)(F)F.[OH:34][CH2:35][C:36]1[O:37][C:38](=[O:42])[O:39][C:40]=1[CH3:41].[CH3:43][N:44]([CH3:64])[CH:45]1[CH2:50][CH2:49][N:48]([C:51](=[O:63])[CH2:52][CH2:53][C:54]2[N:55]([CH2:59][C:60](O)=[O:61])[CH:56]=[CH:57][N:58]=2)[CH2:47][CH2:46]1.Cl. The catalyst is C(Cl)(Cl)Cl. The product is [CH3:64][N:44]([CH3:43])[CH:45]1[CH2:50][CH2:49][N:48]([C:51](=[O:63])[CH2:52][CH2:53][C:54]2[N:55]([CH2:59][C:60]([O:34][CH2:35][C:36]3[O:37][C:38](=[O:42])[O:39][C:40]=3[CH3:41])=[O:61])[CH:56]=[CH:57][N:58]=2)[CH2:47][CH2:46]1. The yield is 0.370.